From a dataset of Full USPTO retrosynthesis dataset with 1.9M reactions from patents (1976-2016). Predict the reactants needed to synthesize the given product. (1) Given the product [CH3:1][C:2]1[CH:7]=[CH:6][C:5]([S:8]([O:11][C:12]2[NH:16][N:15]=[C:14]([CH:17]=[O:18])[C:13]=2[C:19]([CH3:22])([CH3:21])[CH3:20])(=[O:10])=[O:9])=[CH:4][CH:3]=1, predict the reactants needed to synthesize it. The reactants are: [CH3:1][C:2]1[CH:7]=[CH:6][C:5]([S:8]([O:11][C:12]2[NH:16][N:15]=[C:14]([CH2:17][OH:18])[C:13]=2[C:19]([CH3:22])([CH3:21])[CH3:20])(=[O:10])=[O:9])=[CH:4][CH:3]=1. (2) Given the product [NH:24]1[C:25]2[C:21](=[C:20]([O:1][CH2:2][CH2:3][CH2:4][C:5]3[C:13]4[C:8](=[CH:9][CH:10]=[CH:11][CH:12]=4)[NH:7][C:6]=3[C:14]([O:16][CH2:17][CH3:18])=[O:15])[CH:28]=[CH:27][CH:26]=2)[CH:22]=[CH:23]1, predict the reactants needed to synthesize it. The reactants are: [OH:1][CH2:2][CH2:3][CH2:4][C:5]1[C:13]2[C:8](=[CH:9][CH:10]=[CH:11][CH:12]=2)[NH:7][C:6]=1[C:14]([O:16][CH2:17][CH3:18])=[O:15].O[C:20]1[CH:28]=[CH:27][CH:26]=[C:25]2[C:21]=1[CH:22]=[CH:23][NH:24]2.